The task is: Predict the reactants needed to synthesize the given product.. This data is from Full USPTO retrosynthesis dataset with 1.9M reactions from patents (1976-2016). (1) Given the product [CH3:26][N:27]1[CH2:32][CH2:31][N:30]([CH2:8][C:7]2[CH:10]=[CH:11][C:4]([N+:1]([O-:3])=[O:2])=[CH:5][CH:6]=2)[CH2:29][CH2:28]1, predict the reactants needed to synthesize it. The reactants are: [N+:1]([C:4]1[CH:11]=[CH:10][C:7]([CH:8]=O)=[CH:6][CH:5]=1)([O-:3])=[O:2].[BH-](OC(C)=O)(OC(C)=O)OC(C)=O.[Na+].[CH3:26][N:27]1[CH2:32][CH2:31][NH:30][CH2:29][CH2:28]1. (2) Given the product [C:32]1([C:26]2[CH:31]=[CH:30][CH:29]=[CH:28][CH:27]=2)[CH:39]=[CH:38][CH:37]=[C:34]([CH2:35][NH:36][C:22](=[O:24])/[CH:21]=[CH:20]/[C:10]2[CH:11]=[CH:12][C:13]([N:14]3[CH:18]=[C:17]([CH3:19])[N:16]=[CH:15]3)=[C:8]([C:6]#[N:7])[CH:9]=2)[CH:33]=1, predict the reactants needed to synthesize it. The reactants are: CN(C=O)C.[C:6]([C:8]1[CH:9]=[C:10](/[CH:20]=[CH:21]/[C:22]([OH:24])=O)[CH:11]=[CH:12][C:13]=1[N:14]1[CH:18]=[C:17]([CH3:19])[N:16]=[CH:15]1)#[N:7].Cl.[C:26]1([C:32]2[CH:33]=[C:34]([CH:37]=[CH:38][CH:39]=2)[CH2:35][NH2:36])[CH:31]=[CH:30][CH:29]=[CH:28][CH:27]=1.C1C=CC2N(O)N=NC=2C=1. (3) Given the product [CH2:1]([O:8][CH2:9][C@@H:10]([CH2:13][CH2:14][N:15]1[CH:23]=[N:22][C:21]2[C:20](=[O:27])[NH:19][C:18]([NH2:25])=[N:17][C:16]1=2)[CH2:11][OH:12])[C:2]1[CH:7]=[CH:6][CH:5]=[CH:4][CH:3]=1, predict the reactants needed to synthesize it. The reactants are: [CH2:1]([O:8][CH2:9][C@@H:10]([CH2:13][CH2:14][N:15]1[CH:23]=[N:22][C:21]2[C:16]1=[N:17][C:18]([NH2:25])=[N:19][C:20]=2Cl)[CH2:11][OH:12])[C:2]1[CH:7]=[CH:6][CH:5]=[CH:4][CH:3]=1.Cl.[OH-:27].[Na+].